This data is from NCI-60 drug combinations with 297,098 pairs across 59 cell lines. The task is: Regression. Given two drug SMILES strings and cell line genomic features, predict the synergy score measuring deviation from expected non-interaction effect. (1) Drug 1: COC1=CC(=CC(=C1O)OC)C2C3C(COC3=O)C(C4=CC5=C(C=C24)OCO5)OC6C(C(C7C(O6)COC(O7)C8=CC=CS8)O)O. Drug 2: CC1C(C(=O)NC(C(=O)N2CCCC2C(=O)N(CC(=O)N(C(C(=O)O1)C(C)C)C)C)C(C)C)NC(=O)C3=C4C(=C(C=C3)C)OC5=C(C(=O)C(=C(C5=N4)C(=O)NC6C(OC(=O)C(N(C(=O)CN(C(=O)C7CCCN7C(=O)C(NC6=O)C(C)C)C)C)C(C)C)C)N)C. Cell line: OVCAR-5. Synergy scores: CSS=26.0, Synergy_ZIP=8.99, Synergy_Bliss=14.8, Synergy_Loewe=14.6, Synergy_HSA=14.2. (2) Drug 1: C1=CC(=CC=C1C#N)C(C2=CC=C(C=C2)C#N)N3C=NC=N3. Drug 2: CC1CCC2CC(C(=CC=CC=CC(CC(C(=O)C(C(C(=CC(C(=O)CC(OC(=O)C3CCCCN3C(=O)C(=O)C1(O2)O)C(C)CC4CCC(C(C4)OC)OCCO)C)C)O)OC)C)C)C)OC. Cell line: BT-549. Synergy scores: CSS=-2.36, Synergy_ZIP=0.695, Synergy_Bliss=-0.779, Synergy_Loewe=-6.94, Synergy_HSA=-3.55. (3) Drug 1: CCC1(CC2CC(C3=C(CCN(C2)C1)C4=CC=CC=C4N3)(C5=C(C=C6C(=C5)C78CCN9C7C(C=CC9)(C(C(C8N6C=O)(C(=O)OC)O)OC(=O)C)CC)OC)C(=O)OC)O.OS(=O)(=O)O. Drug 2: CCC1(C2=C(COC1=O)C(=O)N3CC4=CC5=C(C=CC(=C5CN(C)C)O)N=C4C3=C2)O.Cl. Cell line: T-47D. Synergy scores: CSS=35.4, Synergy_ZIP=-5.32, Synergy_Bliss=-2.91, Synergy_Loewe=-1.75, Synergy_HSA=1.64.